Dataset: Reaction yield outcomes from USPTO patents with 853,638 reactions. Task: Predict the reaction yield, written as a fraction of the theoretical maximum amount of product (1.0 means a 100% yield; for example, 0.34 means a 34% yield). (1) The reactants are [Br:1][C:2]1[CH:7]=[CH:6][C:5]([CH2:8][C:9]#[N:10])=[C:4]([O:11][CH3:12])[CH:3]=1.Br[CH2:14][CH2:15][CH2:16]Br.[H-].[Na+]. The yield is 0.348. The catalyst is CN(C)C=O. The product is [Br:1][C:2]1[CH:7]=[CH:6][C:5]([C:8]2([C:9]#[N:10])[CH2:16][CH2:15][CH2:14]2)=[C:4]([O:11][CH3:12])[CH:3]=1. (2) The reactants are [NH2:1][C:2]1[CH:11]=[CH:10][C:5]([C:6]([O:8][CH3:9])=[O:7])=[CH:4][C:3]=1[CH3:12].[C:13](O[C:13]([O:15][C:16]([CH3:19])([CH3:18])[CH3:17])=[O:14])([O:15][C:16]([CH3:19])([CH3:18])[CH3:17])=[O:14]. The catalyst is C1COCC1. The product is [C:16]([O:15][C:13]([NH:1][C:2]1[CH:11]=[CH:10][C:5]([C:6]([O:8][CH3:9])=[O:7])=[CH:4][C:3]=1[CH3:12])=[O:14])([CH3:19])([CH3:18])[CH3:17]. The yield is 0.980. (3) The reactants are N1C2C(=CC=C3C=2N=CC=C3)C=CC=1.C([O-])([O-])=O.[Cs+].[Cs+].[CH2:21]([OH:28])[C:22]1[CH:27]=[CH:26][CH:25]=[CH:24][CH:23]=1.[Br:29][C:30]1[CH:35]=[CH:34][CH:33]=[CH:32][C:31]=1I. The catalyst is [Cu]I.C1(C)C=CC=CC=1. The product is [Br:29][C:30]1[CH:35]=[CH:34][CH:33]=[CH:32][C:31]=1[O:28][CH2:21][C:22]1[CH:27]=[CH:26][CH:25]=[CH:24][CH:23]=1. The yield is 0.710. (4) The reactants are [Cl:1][C:2]1[CH:7]=[C:6]([CH3:8])[CH:5]=[CH:4][C:3]=1[C:9]([F:12])([F:11])[F:10].[Br:13]N1C(=O)CCC1=O.C(OOC(=O)C1C=CC=CC=1)(=O)C1C=CC=CC=1. The catalyst is C(Cl)(Cl)(Cl)Cl.C(OOC(=O)C1C=CC=CC=1)(=O)C1C=CC=CC=1. The product is [Cl:1][C:2]1[CH:7]=[C:6]([CH:5]=[CH:4][C:3]=1[C:9]([F:10])([F:11])[F:12])[CH2:8][Br:13]. The yield is 0.800. (5) The reactants are FC(F)(F)C([N:5]1[CH2:11][CH2:10][C:9]2[CH:12]=[CH:13][C:14]([S:16](F)(=[O:18])=[O:17])=[CH:15][C:8]=2[CH2:7][CH2:6]1)=O.[Si:22]([O:29][C:30]1[CH:31]=[C:32](Br)[CH:33]=[CH:34][CH:35]=1)([C:25]([CH3:28])([CH3:27])[CH3:26])([CH3:24])[CH3:23]. No catalyst specified. The product is [Si:22]([O:29][C:30]1[CH:31]=[C:32]([S:16]([C:14]2[CH:13]=[CH:12][C:9]3[CH2:10][CH2:11][NH:5][CH2:6][CH2:7][C:8]=3[CH:15]=2)(=[O:17])=[O:18])[CH:33]=[CH:34][CH:35]=1)([C:25]([CH3:28])([CH3:27])[CH3:26])([CH3:24])[CH3:23]. The yield is 0.800. (6) The reactants are [Br:1][C:2]1[CH:7]=[CH:6][C:5]([N:8]2[C:12]([Cl:13])=[CH:11][C:10]([NH:14][C:15](=[O:19])[CH2:16][C:17]#[N:18])=[C:9]2[C:20]([O:22]CC)=O)=[CH:4][CH:3]=1.[H-].[Na+].O.Cl. The catalyst is C1COCC1. The product is [Br:1][C:2]1[CH:3]=[CH:4][C:5]([N:8]2[C:9]3[C:20]([OH:22])=[C:16]([C:17]#[N:18])[C:15](=[O:19])[NH:14][C:10]=3[CH:11]=[C:12]2[Cl:13])=[CH:6][CH:7]=1. The yield is 0.362.